Dataset: Full USPTO retrosynthesis dataset with 1.9M reactions from patents (1976-2016). Task: Predict the reactants needed to synthesize the given product. (1) Given the product [CH3:7][C:5]([C:8]1[CH:13]=[CH:12][C:11]([S:14]([N-:17][C:18]2[C:19]([O:34][C:35]3[CH:36]=[CH:37][CH:38]=[CH:39][C:40]=3[O:41][CH3:42])=[C:20]([O:30][CH2:31][CH2:32][OH:33])[N:21]=[C:22]([C:24]3[N:25]=[CH:26][CH:27]=[CH:28][N:29]=3)[N:23]=2)(=[O:15])=[O:16])=[CH:10][CH:9]=1)([CH3:4])[CH3:6].[Na+:3], predict the reactants needed to synthesize it. The reactants are: C[O-].[Na+:3].[CH3:4][C:5]([C:8]1[CH:13]=[CH:12][C:11]([S:14]([NH:17][C:18]2[N:23]=[C:22]([C:24]3[N:29]=[CH:28][CH:27]=[CH:26][N:25]=3)[N:21]=[C:20]([O:30][CH2:31][CH2:32][OH:33])[C:19]=2[O:34][C:35]2[C:40]([O:41][CH3:42])=[CH:39][CH:38]=[CH:37][CH:36]=2)(=[O:16])=[O:15])=[CH:10][CH:9]=1)([CH3:7])[CH3:6].O. (2) Given the product [C:18]([O:22][C:23]([N:15]1[CH2:16][CH2:17][N:12]([C:4]2[CH:5]=[C:6]([N+:9]([O-:11])=[O:10])[CH:7]=[CH:8][C:3]=2[O:2][CH3:1])[CH2:13][CH2:14]1)=[O:24])([CH3:21])([CH3:20])[CH3:19], predict the reactants needed to synthesize it. The reactants are: [CH3:1][O:2][C:3]1[CH:8]=[CH:7][C:6]([N+:9]([O-:11])=[O:10])=[CH:5][C:4]=1[N:12]1[CH2:17][CH2:16][NH:15][CH2:14][CH2:13]1.[C:18]([O:22][C:23](O[C:23]([O:22][C:18]([CH3:21])([CH3:20])[CH3:19])=[O:24])=[O:24])([CH3:21])([CH3:20])[CH3:19].C(=O)([O-])[O-].[K+].[K+].